Dataset: Full USPTO retrosynthesis dataset with 1.9M reactions from patents (1976-2016). Task: Predict the reactants needed to synthesize the given product. The reactants are: [CH2:1]([O:8][C:9]([N:11]1[CH:15]([C:16](O)=[O:17])[CH2:14][S:13][C@@H:12]1[CH:19]1[CH2:24][CH2:23][O:22][CH2:21][CH2:20]1)=[O:10])[C:2]1[CH:7]=[CH:6][CH:5]=[CH:4][CH:3]=1.CCN(C(C)C)C(C)C.CN(C(ON1N=NC2C=CC=NC1=2)=[N+](C)C)C.F[P-](F)(F)(F)(F)F.[NH2:58][C:59]1[S:60][CH:61]=[C:62]([C:64]2[CH:75]=[CH:74][C:67]([C:68]([NH:70][CH:71]3[CH2:73][CH2:72]3)=[O:69])=[CH:66][CH:65]=2)[N:63]=1. Given the product [CH2:1]([O:8][C:9]([N:11]1[CH:15]([C:16](=[O:17])[NH:58][C:59]2[S:60][CH:61]=[C:62]([C:64]3[CH:65]=[CH:66][C:67]([C:68](=[O:69])[NH:70][CH:71]4[CH2:73][CH2:72]4)=[CH:74][CH:75]=3)[N:63]=2)[CH2:14][S:13][C@@H:12]1[CH:19]1[CH2:24][CH2:23][O:22][CH2:21][CH2:20]1)=[O:10])[C:2]1[CH:7]=[CH:6][CH:5]=[CH:4][CH:3]=1, predict the reactants needed to synthesize it.